This data is from B-cell epitopes from IEDB database with 3,159 antigens for binding position prediction. The task is: Token-level Classification. Given an antigen amino acid sequence, predict which amino acid positions are active epitope sites capable of antibody binding. Output is a list of indices for active positions. (1) Given the antigen sequence: AKYGSQFCKNLLANCLSSTGATLPMQSPWQIPPVVSSCITSGMAKGTDHNKKDVMATCIQRYGADFCKNMVGSCAALTDVTLTSYGIGSVLPQVIVDCMTSEMSSPSIMWQCVQKYGTEFCKKLLQDCSASTGASLSPQAPWLIPSVIAECMAKGMVNGGRQADDTMAICIQKYGIKFCNIIGAACSVLTQVPFFPQLPGTVQQLPSELRACVRSETQKPNVMTKCVEKYGTEFCSSLLQSCSASTGAILPLREPWKIPHPIADCMYAGMNPESKEDRGGIMSKCIRRYGFDFCKKMLESCSALTSVQHDSRNTNYASLPQVLKDCMASEMDSPSVMFECVQRYGTPFCKGLLETCTEKTRASLSPQAPWLIPTAIAQCMRQGMNQGDEKKTLMSLCVRRYGADYCNNLAAACSVLTNLPFFPQTPPSEQNLPPMMHKCLKSEMENPGIMSTCVQRYGTQFCKNLLNSCTASTGMHLPYDAPWKIPEPIAACMAQGMNGG..., which amino acid positions are active epitope sites? The epitope positions are: [560, 561, 562, 563, 564, 565, 566, 567, 568, 569, 570, 571, 572, 573, 574, 575, 576, 577]. The amino acids at these positions are: MCQCVQKYGTEFCKKRLA. (2) Given the antigen sequence: MFPYPTLNYPPMAPVNPMAYRDPNPPRRRWRPFRPPLAAQIEDLRRSIANLTFKQRAPNPPAGPPAKRKKPAPKPKPAAPKKKRQPPPAKKQKRKQKPGKRQRMCMKLESDKTFPILLNGQVNGYACVVGGRVFKPLHVEGKIDNEQLAAIKLKKASIYDLEYGDVPQCMKSDTLQYTSEKPPGFYNWHHGAVQYENNRFTVPRGVGGKGDSGRPILDNRGRVVAIVLGGANEGSRTALSVVTWNQKGVTVKDTPEGSEPWSLTTVMCVLANITFPCDQPPCMPCCYEKNPHETLTMLEQNYDSQAYDQLLEAAVKCNSRRTRRDLETHFTQYKLARPYIADCSNCGHGRCDSPIAIEDVRGDAHAGYIRIQTSAMFGLKSDGVDLAYMSFMNGKTLKAIKIEHLYARTSAPCSLVSYHGYYLLAQCPPGDTVTVGFQDGANKHMCTIAHKVEFRPVGREKYRHPPAHGVELPCNKYTHKRADQGHYVEMHQPGLVADHS..., which amino acid positions are active epitope sites? The epitope positions are: [534, 535, 536, 537, 538, 539, 540, 541, 542, 543, 544, 545, 546, 547, 548, 549]. The amino acids at these positions are: GDYTTTCTDLKQCRAY. (3) Given the antigen sequence: MSTNPKPQRKTKRNTNRRPQDVKFPGGGQIVGGVYLLPRRGPRLGVRATRKTSERSQPRGRRQPIPKARQPEGRAWAQPGYPWPLYGNEGMGWAGWLLSPRGSRPSWGPTDPRRRSRNLGKVIDTLTCGFADLMGYIPLVGAPLGGVARALAHGVRVVEDGVNYATGNLPGCSFSIFLLALLSCLTIPASAYEVRNVSGIYHVTNDCSNSSIVYEAADMIMHTPGCVPCVREGNSSRCWVALTPTLAARNASVPTTAIRRHVDLLVGAAAFCSAMYVGDLCGSVFLVSQLFTFSPRRHETIQDCNCSIYPGHVSGHRMAWDMMMNWSPTTALVVSQLLRIPQAIVDMVAGAHWGVLAGLAYYSMVGNWAKVLIVMLLFAGVDGETRVTGGQIARNAYSLTTLFSSGSAQNIQLINTNGSWHINRTALNCNDSLNTGFLAALFYTHKFNASGCPERLASCRPIDKFDQGWGPITYAEQGGQDQRPYCWHYAPKPCGIVSAS..., which amino acid positions are active epitope sites? The epitope positions are: [1576, 1577, 1578, 1579, 1580, 1581, 1582, 1583, 1584, 1585, 1586, 1587, 1588, 1589, 1590]. The amino acids at these positions are: KQAGDNFPYLVAYQA. (4) Given the antigen sequence: MGSQVSTQRSGSHENSNSATEGSTINYTTINYYKDSYAATAGKQSLKQDPDKFANPVKDIFTEMAAPLKSPSAEACGYSDRVAQLTIGNSTITTQEAANIIVGYGEWPSYCSDSDATAVDKPTRPDVSVNRFYTLDTKLWEKSSKGWYWKFPDVLTETGVFGQNAQFHYLYRSGFCIHVQCNASKFHQGALLVAVLPEYVIGTVAGGTGTEDSHPPYKQTQPGADGFELQHPYVLDAGIPISQLTVCPHQWINLRTNNCATIIVPYINALPFDSALNHCNFGLLVVPISPLDYDQGATPVIPITITLAPMCSEFAGLRQAVTQGFPTELKPGTNQFLTTDDGVSAPILPNFHPTPCIHIPGEVRNLLELCQVETILEVNNVPTNATSLMERLRFPVSAQAGKGELCAVFRADPGRSGPWQSTLLGQLCGYYTQWSGSLEVTFMFTGSFMATGKMLIAYTPPGGPLPKDRATAMLGTHVIWDFGLQSSVTLVIPWISNTHY..., which amino acid positions are active epitope sites? The epitope positions are: [700, 701, 702, 703, 704, 705, 706, 707, 708, 709, 710, 711, 712, 713, 714]. The amino acids at these positions are: TFVACTPTGEVVPQL. (5) Given the antigen sequence: MVRSGNKAAVVLCMDVGFTMSNSIPGIESPFEQAKKVITMFVQRQVFAENKDEIALVLFGTDGTDNPLSGGDQYQNITVHRHLMLPDFDLLEDIESKIQPGSQQADFLDALIVSMDVIQHETIGKKFEKRHIEIFTDLSSRFSKSQLDIIIHSLKKCDISLQFFLPFSLGKEDGSGDRGDGPFRLGGHGPSFPLKGITEQQKEGLEIVKMVMISLEGEDGLDEIYSFSESLRKLCVFKKIERHSIHWPCRLTIGSNLSIRIAAYKSILQERVKKTWTVVDAKTLKKEDIQKETVYCLNDDDETEVLKEDIIQGFRYGSDIVPFSKVDEEQMKYKSEGKCFSVLGFCKSSQVQRRFFMGNQVLKVFAARDDEAAAVALSSLIHALDDLDMVAIVRYAYDKRANPQVGVAFPHIKHNYECLVYVQLPFMEDLRQYMFSSLKNSKKYAPTEAQLNAVDALIDSMSLAKKDEKTDTLEDLFPTTKIPNPRFQRLFQCLLHRALH..., which amino acid positions are active epitope sites? The epitope positions are: [688, 689, 690, 691, 692, 693, 694, 695, 696, 697, 698, 699, 700, 701, 702, 703, 704, 705, 706, 707]. The amino acids at these positions are: EEASGSSVTAEEAKKFLAPK.